This data is from Forward reaction prediction with 1.9M reactions from USPTO patents (1976-2016). The task is: Predict the product of the given reaction. Given the reactants C(N(C(C)C)C(C)C)C.[Br:10][C:11]1[CH:16]=[CH:15][C:14]([C@@H:17]([C@@H:21]2[CH2:25][CH2:24][C:23]([CH3:27])([CH3:26])[N:22]2[C:28]([O:30][C:31]([CH3:34])([CH3:33])[CH3:32])=[O:29])[C:18](O)=[O:19])=[CH:13][C:12]=1[F:35].Cl.Cl.[CH3:38][C@H:39]1[C:47]2[C:46]([N:48]3[CH2:53][CH2:52][NH:51][CH2:50][CH2:49]3)=[N:45][CH:44]=[N:43][C:42]=2[C@@H:41]([OH:54])[CH2:40]1.CN(C(ON1N=NC2C=CC=NC1=2)=[N+](C)C)C.F[P-](F)(F)(F)(F)F, predict the reaction product. The product is: [Br:10][C:11]1[CH:16]=[CH:15][C:14]([C@@H:17]([C@H:21]2[N:22]([C:28]([O:30][C:31]([CH3:34])([CH3:32])[CH3:33])=[O:29])[C:23]([CH3:26])([CH3:27])[CH2:24][CH2:25]2)[C:18]([N:51]2[CH2:52][CH2:53][N:48]([C:46]3[C:47]4[C@H:39]([CH3:38])[CH2:40][C@@H:41]([OH:54])[C:42]=4[N:43]=[CH:44][N:45]=3)[CH2:49][CH2:50]2)=[O:19])=[CH:13][C:12]=1[F:35].